Dataset: Catalyst prediction with 721,799 reactions and 888 catalyst types from USPTO. Task: Predict which catalyst facilitates the given reaction. (1) Reactant: [CH3:1][C:2]1([CH3:30])[CH2:11][CH2:10][C:9]([CH3:13])([CH3:12])[C:8]2[CH:7]=[C:6]([Se:14][C:15]3[CH:25]=[CH:24][C:18]([C:19]([O:21]CC)=[O:20])=[CH:17][N:16]=3)[C:5]([O:26][CH2:27][CH2:28][CH3:29])=[CH:4][C:3]1=2.[OH-].[Na+]. Product: [CH3:1][C:2]1([CH3:30])[CH2:11][CH2:10][C:9]([CH3:12])([CH3:13])[C:8]2[CH:7]=[C:6]([Se:14][C:15]3[CH:25]=[CH:24][C:18]([C:19]([OH:21])=[O:20])=[CH:17][N:16]=3)[C:5]([O:26][CH2:27][CH2:28][CH3:29])=[CH:4][C:3]1=2. The catalyst class is: 8. (2) Reactant: [H-].[Na+].[OH:3][CH:4]1[CH2:8][CH2:7][N:6]([C:9]([O:11][C:12]([CH3:15])([CH3:14])[CH3:13])=[O:10])[CH2:5]1.Cl[CH2:17][C:18]([O:20][CH2:21][CH3:22])=[O:19]. Product: [CH2:21]([O:20][C:18](=[O:19])[CH2:17][O:3][CH:4]1[CH2:8][CH2:7][N:6]([C:9]([O:11][C:12]([CH3:15])([CH3:14])[CH3:13])=[O:10])[CH2:5]1)[CH3:22]. The catalyst class is: 1. (3) Reactant: C([O:3][C:4](=[O:38])[C:5]([O:35][CH2:36][CH3:37])([CH3:34])[CH2:6][C:7]1[CH:12]=[CH:11][C:10]([O:13][CH2:14][CH2:15][CH:16]2[CH2:20][N:19]([CH2:21][C:22]3[CH:27]=[CH:26][C:25]([C:28]([F:31])([F:30])[F:29])=[CH:24][CH:23]=3)[C:18](=[O:32])[N:17]2[CH3:33])=[CH:9][CH:8]=1)C.[OH-].[Na+]. Product: [CH2:36]([O:35][C:5]([CH3:34])([CH2:6][C:7]1[CH:8]=[CH:9][C:10]([O:13][CH2:14][CH2:15][CH:16]2[CH2:20][N:19]([CH2:21][C:22]3[CH:23]=[CH:24][C:25]([C:28]([F:30])([F:29])[F:31])=[CH:26][CH:27]=3)[C:18](=[O:32])[N:17]2[CH3:33])=[CH:11][CH:12]=1)[C:4]([OH:38])=[O:3])[CH3:37]. The catalyst class is: 8. (4) Reactant: [OH-].[Na+].[CH3:3][C:4]([N:7]1[C:11]2[NH:12][C:13](=[O:21])[CH:14]=[C:15]([C:16]([O:18]CC)=[O:17])[C:10]=2[C:9]([CH3:22])=[N:8]1)([CH3:6])[CH3:5]. The catalyst class is: 14. Product: [CH3:6][C:4]([N:7]1[C:11]2[N:12]=[C:13]([OH:21])[CH:14]=[C:15]([C:16]([OH:18])=[O:17])[C:10]=2[C:9]([CH3:22])=[N:8]1)([CH3:3])[CH3:5]. (5) Reactant: [Cl:1][C:2]1[CH:11]=[C:10]2[C:5]([CH:6]=[CH:7][N:8]=[CH:9]2)=[CH:4][C:3]=1[F:12].[Cl:13]N1C(=O)CCC1=O.[OH-].[Na+]. Product: [Cl:13][C:4]1[C:3]([F:12])=[C:2]([Cl:1])[CH:11]=[C:10]2[C:5]=1[CH:6]=[CH:7][N:8]=[CH:9]2. The catalyst class is: 65. (6) Reactant: Cl[C:2]1[N:10]=[C:9]2[C:5]([NH:6][CH:7]=[N:8]2)=[C:4](Cl)[N:3]=1.C(OCC)(=O)C.O1C=CCCC1.Cl.CN. Product: [N:3]1[CH:4]=[C:5]2[C:9]([N:8]=[CH:7][NH:6]2)=[N:10][CH:2]=1. The catalyst class is: 66.